From a dataset of Reaction yield outcomes from USPTO patents with 853,638 reactions. Predict the reaction yield, written as a fraction of the theoretical maximum amount of product (1.0 means a 100% yield; for example, 0.34 means a 34% yield). (1) The reactants are [F:1][C:2]1[CH:7]=[CH:6][C:5]([CH:8]2[C:17]([CH3:19])([CH3:18])[CH2:16][C:15]3[C:10](=[CH:11][CH:12]=[C:13]([C:20]([O:22][CH3:23])=[O:21])[CH:14]=3)[NH:9]2)=[CH:4][C:3]=1[N+:24]([O-])=O.C(N(CC)C(C)C)(C)C.[C:36](Cl)(=[O:43])[C:37]1[CH:42]=[CH:41][CH:40]=[CH:39][CH:38]=1. The catalyst is ClCCl. The product is [C:36]([NH:24][C:3]1[CH:4]=[C:5]([CH:8]2[C:17]([CH3:19])([CH3:18])[CH2:16][C:15]3[C:10](=[CH:11][CH:12]=[C:13]([C:20]([O:22][CH3:23])=[O:21])[CH:14]=3)[NH:9]2)[CH:6]=[CH:7][C:2]=1[F:1])(=[O:43])[C:37]1[CH:42]=[CH:41][CH:40]=[CH:39][CH:38]=1. The yield is 0.940. (2) The product is [F:1][C:2]1[CH:3]=[C:4]([C:16]([NH:18][CH2:19][C:20]2[CH:21]=[CH:22][C:23]([C:24]([OH:26])=[O:25])=[CH:28][CH:29]=2)=[O:17])[C:5]([O:8][C:9]2[CH:14]=[CH:13][C:12]([F:15])=[CH:11][CH:10]=2)=[N:6][CH:7]=1. The reactants are [F:1][C:2]1[CH:3]=[C:4]([C:16]([NH:18][CH2:19][C:20]2[CH:29]=[CH:28][C:23]([C:24]([O:26]C)=[O:25])=[CH:22][CH:21]=2)=[O:17])[C:5]([O:8][C:9]2[CH:14]=[CH:13][C:12]([F:15])=[CH:11][CH:10]=2)=[N:6][CH:7]=1.[OH-].[Na+]. The yield is 0.640. The catalyst is CO. (3) The reactants are [C:1]([O:5][C:6](=[O:33])[NH:7][CH2:8][CH:9]1[CH2:14][CH2:13][N:12]([C:15]2[CH:20]=[C:19]([C:21](=[O:29])[NH:22][C:23]3[CH:28]=[CH:27][CH:26]=[CH:25][CH:24]=3)[CH:18]=[CH:17][C:16]=2[N+:30]([O-])=O)[CH2:11][CH2:10]1)([CH3:4])([CH3:3])[CH3:2].C(OCC)(=O)C.O.[Cl-].[NH4+]. The catalyst is C(O)C.[Fe]. The product is [C:1]([O:5][C:6](=[O:33])[NH:7][CH2:8][CH:9]1[CH2:14][CH2:13][N:12]([C:15]2[CH:20]=[C:19]([C:21](=[O:29])[NH:22][C:23]3[CH:24]=[CH:25][CH:26]=[CH:27][CH:28]=3)[CH:18]=[CH:17][C:16]=2[NH2:30])[CH2:11][CH2:10]1)([CH3:4])([CH3:2])[CH3:3]. The yield is 1.00. (4) The reactants are [CH:1]1([CH:6]([N:12]2[CH:16]=[C:15]([C:17]3[C:18]4[CH:25]=[CH:24][N:23](COCC[Si](C)(C)C)[C:19]=4[N:20]=[CH:21][N:22]=3)[CH:14]=[N:13]2)[CH2:7][CH:8]=[C:9]([F:11])[F:10])[CH2:5][CH2:4][CH2:3][CH2:2]1.[C:34]([OH:40])([C:36]([F:39])([F:38])[F:37])=[O:35]. The catalyst is C(Cl)Cl. The product is [F:37][C:36]([F:39])([F:38])[C:34]([OH:40])=[O:35].[CH:1]1([CH:6]([N:12]2[CH:16]=[C:15]([C:17]3[C:18]4[CH:25]=[CH:24][NH:23][C:19]=4[N:20]=[CH:21][N:22]=3)[CH:14]=[N:13]2)[CH2:7][CH:8]=[C:9]([F:10])[F:11])[CH2:5][CH2:4][CH2:3][CH2:2]1. The yield is 0.980.